From a dataset of Peptide-MHC class I binding affinity with 185,985 pairs from IEDB/IMGT. Regression. Given a peptide amino acid sequence and an MHC pseudo amino acid sequence, predict their binding affinity value. This is MHC class I binding data. (1) The MHC is HLA-A02:01 with pseudo-sequence HLA-A02:01. The peptide sequence is ALWIPDLFM. The binding affinity (normalized) is 1.00. (2) The peptide sequence is YLNTNKLFFA. The MHC is HLA-A02:01 with pseudo-sequence HLA-A02:01. The binding affinity (normalized) is 0.788. (3) The peptide sequence is FGALFMWLL. The MHC is BoLA-JSP.1 with pseudo-sequence BoLA-JSP.1. The binding affinity (normalized) is 0.198. (4) The peptide sequence is WIDGNQTNI. The MHC is Mamu-A2201 with pseudo-sequence Mamu-A2201. The binding affinity (normalized) is 0. (5) The peptide sequence is YKGVYQFK. The MHC is H-2-Db with pseudo-sequence H-2-Db. The binding affinity (normalized) is 0.